This data is from Catalyst prediction with 721,799 reactions and 888 catalyst types from USPTO. The task is: Predict which catalyst facilitates the given reaction. (1) Reactant: [Cl:1][C:2]1[CH:10]=[CH:9][C:5]([C:6](O)=[O:7])=[CH:4][C:3]=1[NH:11][C:12]([C:14]1[C:25](=[O:26])[NH:24][C:17]2[N:18]=[C:19]([S:22][CH3:23])[N:20]=[CH:21][C:16]=2[CH:15]=1)=[O:13].[NH2:27][CH:28]([C:32]1[CH:37]=[CH:36][CH:35]=[CH:34][CH:33]=1)[CH2:29][CH2:30][OH:31].C(N(CC)CC)C.CN(C(ON1N=NC2C=CC=NC1=2)=[N+](C)C)C.F[P-](F)(F)(F)(F)F. Product: [Cl:1][C:2]1[CH:10]=[CH:9][C:5]([C:6](=[O:7])[NH:27][CH:28]([C:32]2[CH:37]=[CH:36][CH:35]=[CH:34][CH:33]=2)[CH2:29][CH2:30][OH:31])=[CH:4][C:3]=1[NH:11][C:12]([C:14]1[C:25](=[O:26])[NH:24][C:17]2[N:18]=[C:19]([S:22][CH3:23])[N:20]=[CH:21][C:16]=2[CH:15]=1)=[O:13]. The catalyst class is: 3. (2) Reactant: [CH2:1]([OH:19])[CH2:2][CH2:3][CH2:4][CH2:5][CH2:6][CH2:7][CH2:8]/[CH:9]=[CH:10]\[CH2:11][CH2:12][CH2:13][CH2:14][CH2:15][CH2:16][CH2:17][CH3:18].C(Cl)Cl.[CH3:23][S:24](Cl)(=[O:26])=[O:25]. Product: [CH3:23][S:24]([O:19][CH2:1][CH2:2][CH2:3][CH2:4][CH2:5][CH2:6][CH2:7][CH2:8]/[CH:9]=[CH:10]\[CH2:11][CH2:12][CH2:13][CH2:14][CH2:15][CH2:16][CH2:17][CH3:18])(=[O:26])=[O:25]. The catalyst class is: 66. (3) Reactant: C(N(CC)CC)C.O1CCCC1.[OH:13][CH2:14][C@@H:15]([NH:17][C:18](=[O:24])[O:19][C:20]([CH3:23])([CH3:22])[CH3:21])[CH3:16].[CH3:25][S:26](Cl)(=[O:28])=[O:27]. Product: [CH3:25][S:26]([O:13][CH2:14][C@@H:15]([NH:17][C:18]([O:19][C:20]([CH3:23])([CH3:22])[CH3:21])=[O:24])[CH3:16])(=[O:28])=[O:27]. The catalyst class is: 6. (4) Reactant: [CH:1](=[N:8][C:9]1[CH:43]=[CH:42][C:12]([CH2:13][N:14]2[C:20]3[CH:21]=[CH:22][CH:23]=[CH:24][C:19]=3[N:18]([C:25]3[CH:30]=[CH:29][C:28]([CH2:31][NH:32][C:33]([O:35][C:36]([CH3:39])([CH3:38])[CH3:37])=[O:34])=[CH:27][CH:26]=3)[C:17](=[O:40])[CH2:16][C:15]2=[O:41])=[CH:11][CH:10]=1)[C:2]1[CH:7]=[CH:6][CH:5]=[CH:4][CH:3]=1.[H-].[Na+].Br[CH2:47][C:48]([O:50][CH3:51])=[O:49]. Product: [CH:1](=[N:8][C:9]1[CH:10]=[CH:11][C:12]([CH2:13][N:14]2[C:20]3[CH:21]=[CH:22][CH:23]=[CH:24][C:19]=3[N:18]([C:25]3[CH:26]=[CH:27][C:28]([CH2:31][NH:32][C:33]([O:35][C:36]([CH3:37])([CH3:38])[CH3:39])=[O:34])=[CH:29][CH:30]=3)[C:17](=[O:40])[CH:16]([CH2:47][C:48]([O:50][CH3:51])=[O:49])[C:15]2=[O:41])=[CH:42][CH:43]=1)[C:2]1[CH:7]=[CH:6][CH:5]=[CH:4][CH:3]=1. The catalyst class is: 9. (5) Reactant: CON(C)[C:4]([C:6]1[CH:17]=[CH:16][C:9]2[N:10]=[N:11][N:12]([CH:13]([CH3:15])[CH3:14])[C:8]=2[CH:7]=1)=[O:5].CC(C[AlH]CC(C)C)C. Product: [CH:13]([N:12]1[C:8]2[CH:7]=[C:6]([CH:4]=[O:5])[CH:17]=[CH:16][C:9]=2[N:10]=[N:11]1)([CH3:15])[CH3:14]. The catalyst class is: 11.